Dataset: Forward reaction prediction with 1.9M reactions from USPTO patents (1976-2016). Task: Predict the product of the given reaction. Given the reactants [CH2:1]([O:3][C:4](=[O:12])[C:5]([C:10]#[N:11])=[CH:6]OCC)[CH3:2].C(N(CC)CC)C.[N:20]1[CH:25]=[CH:24][C:23]([NH:26][NH2:27])=[CH:22][CH:21]=1, predict the reaction product. The product is: [CH2:1]([O:3][C:4]([C:5]1[CH:6]=[N:27][N:26]([C:23]2[CH:24]=[CH:25][N:20]=[CH:21][CH:22]=2)[C:10]=1[NH2:11])=[O:12])[CH3:2].